This data is from Full USPTO retrosynthesis dataset with 1.9M reactions from patents (1976-2016). The task is: Predict the reactants needed to synthesize the given product. Given the product [CH3:26][C@@:27]1([CH2:30][O:1][N:2]2[C:3](=[O:12])[C:4]3[C:5](=[CH:8][CH:9]=[CH:10][CH:11]=3)[C:6]2=[O:7])[CH2:29][O:28]1, predict the reactants needed to synthesize it. The reactants are: [OH:1][N:2]1[C:6](=[O:7])[C:5]2=[CH:8][CH:9]=[CH:10][CH:11]=[C:4]2[C:3]1=[O:12].[N+](C1C=C(S(O[CH2:26][C@:27]2([CH3:30])[CH2:29][O:28]2)(=O)=O)C=CC=1)([O-])=O.C(N(CC)CC)C.